Dataset: Full USPTO retrosynthesis dataset with 1.9M reactions from patents (1976-2016). Task: Predict the reactants needed to synthesize the given product. (1) Given the product [Cl:35][C:33]1[CH:34]=[C:29]([CH:30]=[C:31]([Cl:36])[CH:32]=1)[CH2:28][CH:20]([CH3:19])[C:21]([OH:23])=[O:22], predict the reactants needed to synthesize it. The reactants are: C(OC(=O)CC1(C(N[CH2:19][CH:20]([CH2:28][C:29]2[CH:34]=[C:33]([Cl:35])[CH:32]=[C:31]([Cl:36])[CH:30]=2)[C:21]([O:23]C(C)(C)C)=[O:22])=O)CCCC1)C1C=CC=CC=1.CC1C(C)=C(C)C(C)=C(C)C=1. (2) The reactants are: [CH3:1][O:2][C:3](=[O:27])[CH2:4][C:5]1[CH:6]=[C:7]([C:13]2[CH:18]=[CH:17][C:16]([C:19]([F:22])([F:21])[F:20])=[CH:15][C:14]=2[CH2:23][NH:24][CH2:25][CH3:26])[C:8]([O:11][CH3:12])=[CH:9][CH:10]=1.[Br:28][C:29]1[CH:34]=[CH:33][CH:32]=[CH:31][C:30]=1[N:35]=[C:36]=[O:37]. Given the product [CH3:1][O:2][C:3](=[O:27])[CH2:4][C:5]1[CH:6]=[C:7]([C:13]2[CH:18]=[CH:17][C:16]([C:19]([F:21])([F:20])[F:22])=[CH:15][C:14]=2[CH2:23][N:24]([CH2:25][CH3:26])[C:36]([NH:35][C:30]2[CH:31]=[CH:32][CH:33]=[CH:34][C:29]=2[Br:28])=[O:37])[C:8]([O:11][CH3:12])=[CH:9][CH:10]=1, predict the reactants needed to synthesize it. (3) Given the product [Cl:25][C:26]1[CH:31]=[C:30]([F:32])[CH:29]=[CH:28][C:27]=1[S:33]([N:2]([CH3:1])[CH2:3][CH2:4][CH2:5][NH:6][C:7](=[O:24])[C@H:8]([CH2:20][CH:21]([CH3:22])[CH3:23])[NH:9][C:10]([O:12][CH2:13][C:14]1[CH:15]=[CH:16][CH:17]=[CH:18][CH:19]=1)=[O:11])(=[O:35])=[O:34], predict the reactants needed to synthesize it. The reactants are: [CH3:1][NH:2][CH2:3][CH2:4][CH2:5][NH:6][C:7](=[O:24])[C@H:8]([CH2:20][CH:21]([CH3:23])[CH3:22])[NH:9][C:10]([O:12][CH2:13][C:14]1[CH:19]=[CH:18][CH:17]=[CH:16][CH:15]=1)=[O:11].[Cl:25][C:26]1[CH:31]=[C:30]([F:32])[CH:29]=[CH:28][C:27]=1[S:33](Cl)(=[O:35])=[O:34].C(N(CC)CC)C. (4) Given the product [S:11]1[C:7]2[CH:6]=[C:5]([CH2:3][OH:2])[CH:13]=[CH:12][C:8]=2[N:9]=[CH:10]1, predict the reactants needed to synthesize it. The reactants are: C[O:2][C:3]([C:5]1[CH:13]=[CH:12][C:8]2[N:9]=[CH:10][S:11][C:7]=2[CH:6]=1)=O.ClCCl.[H-].C([Al+]CC(C)C)C(C)C.C(C(C(C([O-])=O)O)O)([O-])=O.[Na+].[K+].